From a dataset of Forward reaction prediction with 1.9M reactions from USPTO patents (1976-2016). Predict the product of the given reaction. (1) Given the reactants [NH2:1][C:2]1[S:3][C:4]([N+:7]([O-:9])=[O:8])=[CH:5][N:6]=1.C(=O)([O-])[O-].[Na+].[Na+].[Br:16][CH2:17][C:18](Br)=[O:19], predict the reaction product. The product is: [Br:16][CH2:17][C:18]([NH:1][C:2]1[S:3][C:4]([N+:7]([O-:9])=[O:8])=[CH:5][N:6]=1)=[O:19]. (2) Given the reactants [Br:1][C:2]1[CH:9]=[CH:8][C:5]([CH2:6]Br)=[CH:4][CH:3]=1.BrCC1OC(C(F)(F)F)=CC=1.[F:21][C:22]1[C:23]([F:40])=[CH:24][C:25]2[O:39][CH2:38][C:28]3([C:36]4[C:31](=[CH:32][CH:33]=[CH:34][CH:35]=4)[NH:30][C:29]3=[O:37])[C:26]=2[CH:27]=1.CC1C2C=C3C4(C5C(=CC=CC=5)NC4=O)COC3=CC=2ON=1, predict the reaction product. The product is: [Br:1][C:2]1[CH:9]=[CH:8][C:5]([CH2:6][N:30]2[C:31]3[C:36](=[CH:35][CH:34]=[CH:33][CH:32]=3)[C:28]3([C:26]4[CH:27]=[C:22]([F:21])[C:23]([F:40])=[CH:24][C:25]=4[O:39][CH2:38]3)[C:29]2=[O:37])=[CH:4][CH:3]=1. (3) Given the reactants [F:1][C:2]1[CH:27]=[CH:26][CH:25]=[C:24]([F:28])[C:3]=1[C:4]([NH:6][C:7](=[O:23])[N:8]([CH2:21][CH3:22])[C:9]1[CH:14]=[CH:13][C:12]([S:15][C:16]([F:19])([F:18])[F:17])=[CH:11][C:10]=1[F:20])=[O:5].[H-].[Na+].[CH3:31]I.[Cl-].[NH4+], predict the reaction product. The product is: [F:1][C:2]1[CH:27]=[CH:26][CH:25]=[C:24]([F:28])[C:3]=1[C:4]([N:6]([CH3:31])[C:7]([N:8]([CH2:21][CH3:22])[C:9]1[CH:14]=[CH:13][C:12]([S:15][C:16]([F:19])([F:18])[F:17])=[CH:11][C:10]=1[F:20])=[O:23])=[O:5]. (4) Given the reactants [OH:1][C:2]1[CH:11]=[C:10]2[C:5]([C:6]([O:12][C:13]3[CH:14]=[C:15]4[C:19](=[CH:20][CH:21]=3)[NH:18][C:17]([CH3:22])=[CH:16]4)=[N:7][CH:8]=[N:9]2)=[CH:4][CH:3]=1.[N:23]1([CH2:28][CH2:29]O)[CH:27]=[N:26][CH:25]=[N:24]1, predict the reaction product. The product is: [CH3:22][C:17]1[NH:18][C:19]2[C:15]([CH:16]=1)=[CH:14][C:13]([O:12][C:6]1[C:5]3[C:10](=[CH:11][C:2]([O:1][CH2:29][CH2:28][N:23]4[CH:27]=[N:26][CH:25]=[N:24]4)=[CH:3][CH:4]=3)[N:9]=[CH:8][N:7]=1)=[CH:21][CH:20]=2.